This data is from Full USPTO retrosynthesis dataset with 1.9M reactions from patents (1976-2016). The task is: Predict the reactants needed to synthesize the given product. The reactants are: [NH2:1][CH2:2][C@H:3]1[N:8]([C:9]([C:11]2[N:12]=[C:13]([CH3:23])[S:14][C:15]=2[C:16]2[CH:17]=[C:18]([CH3:22])[CH:19]=[CH:20][CH:21]=2)=[O:10])[CH2:7][C@@H:6]2[C@H:4]1[CH2:5]2.[N:24]1[C:28]2[CH:29]=[CH:30][C:31]([C:33](O)=[O:34])=[CH:32][C:27]=2[NH:26][CH:25]=1. Given the product [CH3:23][C:13]1[S:14][C:15]([C:16]2[CH:17]=[C:18]([CH3:22])[CH:19]=[CH:20][CH:21]=2)=[C:11]([C:9]([N:8]2[CH2:7][C@@H:6]3[C@@H:4]([CH2:5]3)[C@H:3]2[CH2:2][NH:1][C:33]([C:31]2[CH:30]=[CH:29][C:28]3[N:24]=[CH:25][NH:26][C:27]=3[CH:32]=2)=[O:34])=[O:10])[N:12]=1, predict the reactants needed to synthesize it.